Dataset: Full USPTO retrosynthesis dataset with 1.9M reactions from patents (1976-2016). Task: Predict the reactants needed to synthesize the given product. (1) Given the product [C:18]([C:20]1[CH:28]=[CH:27][C:23]([CH2:24][CH2:25][NH:26][C:15](=[O:17])[CH2:14][N:10]2[C:11]3[C:12](=[O:13])[N:1]([CH3:2])[C:3](=[O:4])[N:5]([CH3:6])[C:7]=3[N:8]=[CH:9]2)=[CH:22][CH:21]=1)#[N:19], predict the reactants needed to synthesize it. The reactants are: [N:1]1([C:12](=[O:13])[C:11]2[N:10]([CH2:14][C:15]([OH:17])=O)[CH:9]=[N:8][C:7]=2[N:5]([CH3:6])[C:3]1=[O:4])[CH3:2].[C:18]([C:20]1[CH:28]=[CH:27][C:23]([CH2:24][CH2:25][NH2:26])=[CH:22][CH:21]=1)#[N:19]. (2) Given the product [Cl:1][C:2]1[CH:3]=[CH:4][C:5]([CH:8]([C:20]2[CH:25]=[CH:24][C:23]([Cl:26])=[CH:22][CH:21]=2)[C:9]2[CH:10]=[C:11]3[C:16](=[CH:17][CH:18]=2)[N:15]=[CH:14][N:13]=[C:12]3[NH:35][CH2:34][CH2:33][C:27]2[CH:32]=[CH:31][CH:30]=[CH:29][CH:28]=2)=[CH:6][CH:7]=1, predict the reactants needed to synthesize it. The reactants are: [Cl:1][C:2]1[CH:7]=[CH:6][C:5]([CH:8]([C:20]2[CH:25]=[CH:24][C:23]([Cl:26])=[CH:22][CH:21]=2)[C:9]2[CH:10]=[C:11]3[C:16](=[CH:17][CH:18]=2)[N:15]=[CH:14][N:13]=[C:12]3Cl)=[CH:4][CH:3]=1.[C:27]1([CH2:33][CH2:34][NH2:35])[CH:32]=[CH:31][CH:30]=[CH:29][CH:28]=1.CC(O)C. (3) The reactants are: [F:1][C:2]1[CH:7]=[CH:6][C:5]([CH2:8][C:9]([C:11]2[CH:16]=[CH:15][N:14]=[C:13]([F:17])[CH:12]=2)=[O:10])=[CH:4][CH:3]=1.[N:18]([O-])=[O:19].[Na+].O. Given the product [F:1][C:2]1[CH:3]=[CH:4][C:5]([C:8](=[N:18][OH:19])[C:9]([C:11]2[CH:16]=[CH:15][N:14]=[C:13]([F:17])[CH:12]=2)=[O:10])=[CH:6][CH:7]=1, predict the reactants needed to synthesize it. (4) Given the product [CH2:16]([C@H:23]1[CH2:27][O:26][C:25](=[O:28])[N:24]1[C:29](=[O:50])[CH2:30][C@@H:31]([C:36]1[CH:37]=[CH:38][C:39]([O:42][CH2:43][C:44]2[CH:45]=[CH:46][CH:47]=[CH:48][CH:49]=2)=[CH:40][CH:41]=1)[C:32]1[CH:2]=[CH:1][O:34][N:33]=1)[C:17]1[CH:22]=[CH:21][CH:20]=[CH:19][CH:18]=1, predict the reactants needed to synthesize it. The reactants are: [CH3:1][C:2](OC(OC(OC(C)(C)C)=O)=O)(C)C.[CH2:16]([C@H:23]1[CH2:27][O:26][C:25](=[O:28])[N:24]1[C:29](=[O:50])[CH2:30][C@@H:31]([C:36]1[CH:41]=[CH:40][C:39]([O:42][CH2:43][C:44]2[CH:49]=[CH:48][CH:47]=[CH:46][CH:45]=2)=[CH:38][CH:37]=1)[CH2:32][N+:33]([O-])=[O:34])[C:17]1[CH:22]=[CH:21][CH:20]=[CH:19][CH:18]=1. (5) Given the product [CH:1]1([C:4]2[CH:5]=[N:6][C:7]([NH:14][C:15]3[CH:16]=[C:17]4[C:22](=[CH:23][CH:24]=3)[C:21]([C:25]3[CH:30]=[CH:29][CH:28]=[CH:27][CH:26]=3)=[N:20][CH:19]=[CH:18]4)=[C:8]([CH:13]=2)[C:9]([OH:11])=[O:10])[CH2:2][CH2:3]1, predict the reactants needed to synthesize it. The reactants are: [CH:1]1([C:4]2[CH:5]=[N:6][C:7]([NH:14][C:15]3[CH:16]=[C:17]4[C:22](=[CH:23][CH:24]=3)[C:21]([C:25]3[CH:30]=[CH:29][CH:28]=[CH:27][CH:26]=3)=[N:20][CH:19]=[CH:18]4)=[C:8]([CH:13]=2)[C:9]([O:11]C)=[O:10])[CH2:3][CH2:2]1.[OH-].[Na+]. (6) Given the product [CH3:26][N:27]([S:37]([CH3:40])(=[O:39])=[O:38])[C:28]1[CH:33]=[C:32]([C:2]2[CH:3]=[CH:4][C:5]([C@@H:8]3[CH2:12][N:11]([C:13]4[CH:14]=[CH:15][CH:16]=[CH:17][CH:18]=4)[CH2:10][C@H:9]3[NH:19][S:20]([CH:23]([CH3:24])[CH3:25])(=[O:21])=[O:22])=[CH:6][CH:7]=2)[CH:31]=[CH:30][CH:29]=1, predict the reactants needed to synthesize it. The reactants are: Br[C:2]1[CH:7]=[CH:6][C:5]([C@@H:8]2[CH2:12][N:11]([C:13]3[CH:18]=[CH:17][CH:16]=[CH:15][CH:14]=3)[CH2:10][C@H:9]2[NH:19][S:20]([CH:23]([CH3:25])[CH3:24])(=[O:22])=[O:21])=[CH:4][CH:3]=1.[CH3:26][N:27]([S:37]([CH3:40])(=[O:39])=[O:38])[C:28]1[CH:29]=[C:30](B(O)O)[CH:31]=[CH:32][CH:33]=1. (7) Given the product [Cl:25][C:26]1[CH:34]=[CH:33][C:29]([C:30]([C:3]2[C:4](=[O:14])[O:5][C:6]3[C:11]([C:2]=2[CH3:1])=[CH:10][CH:9]=[C:8]([C:12]#[N:13])[CH:7]=3)=[O:31])=[CH:28][CH:27]=1, predict the reactants needed to synthesize it. The reactants are: [CH3:1][C:2]1[C:11]2[C:6](=[CH:7][C:8]([C:12]#[N:13])=[CH:9][CH:10]=2)[O:5][C:4](=[O:14])[CH:3]=1.[Li+].C[Si]([N-][Si](C)(C)C)(C)C.[Cl:25][C:26]1[CH:34]=[CH:33][C:29]([C:30](Cl)=[O:31])=[CH:28][CH:27]=1. (8) The reactants are: FC(F)(F)C(O)=O.[Br:8][C:9]1[CH:10]=[C:11]([C:14]2([C:34]#[N:35])[CH:18]([CH2:19][C:20]([CH3:23])([CH3:22])[CH3:21])[NH:17][CH:16]([C:24](O)=[O:25])[CH:15]2[C:27]2[CH:32]=[CH:31][CH:30]=[C:29]([Cl:33])[CH:28]=2)[S:12][CH:13]=1.[CH3:36][C:37]1([CH3:45])[O:41][C@@H:40]([CH2:42][CH2:43][NH2:44])[CH2:39][O:38]1.F[P-](F)(F)(F)(F)F.N1(OC(N(C)C)=[N+](C)C)C2N=CC=CC=2N=N1.CCN(C(C)C)C(C)C. Given the product [CH3:36][C:37]1([CH3:45])[O:41][C@@H:40]([CH2:42][CH2:43][NH:44][C:24]([CH:16]2[CH:15]([C:27]3[CH:32]=[CH:31][CH:30]=[C:29]([Cl:33])[CH:28]=3)[C:14]([C:11]3[S:12][CH:13]=[C:9]([Br:8])[CH:10]=3)([C:34]#[N:35])[CH:18]([CH2:19][C:20]([CH3:23])([CH3:22])[CH3:21])[NH:17]2)=[O:25])[CH2:39][O:38]1, predict the reactants needed to synthesize it. (9) Given the product [BrH:24].[F:23][C:20]([F:21])([F:22])[C:17]1[CH:18]=[CH:19][C:12]2[C:11]([CH:8]3[CH2:7][CH2:6][NH:5][CH2:10][CH2:9]3)=[CH:15][S:14][C:13]=2[CH:16]=1, predict the reactants needed to synthesize it. The reactants are: COC([N:5]1[CH2:10][CH2:9][CH:8]([C:11]2[C:12]3[CH:19]=[CH:18][C:17]([C:20]([F:23])([F:22])[F:21])=[CH:16][C:13]=3[S:14][CH:15]=2)[CH2:7][CH2:6]1)=O.[BrH:24].